This data is from Forward reaction prediction with 1.9M reactions from USPTO patents (1976-2016). The task is: Predict the product of the given reaction. Given the reactants Br[CH2:2][C@H:3]([C:5]1[CH:10]=[CH:9][C:8]([NH:11][S:12]([CH3:15])(=[O:14])=[O:13])=[CH:7][CH:6]=1)[OH:4].[I-].[Na+].[N-:18]=[N+:19]=[N-:20].[Na+].CS(C)=O, predict the reaction product. The product is: [N:18]([CH2:2][C@@H:3]([C:5]1[CH:10]=[CH:9][C:8]([NH:11][S:12]([CH3:15])(=[O:14])=[O:13])=[CH:7][CH:6]=1)[OH:4])=[N+:19]=[N-:20].